Dataset: Forward reaction prediction with 1.9M reactions from USPTO patents (1976-2016). Task: Predict the product of the given reaction. Given the reactants Cl.C(O)C.[CH3:5][N:6]1[C:15]2[C:10](=[CH:11][C:12]([O:16][CH2:17][CH2:18][CH2:19][N:20]([CH2:29][C:30]3[CH:31]=[N:32][CH:33]=[CH:34][CH:35]=3)C(=O)C3C=CC=CC=3)=[CH:13][CH:14]=2)[CH:9]=[CH:8][C:7]1=[O:36], predict the reaction product. The product is: [CH3:5][N:6]1[C:15]2[C:10](=[CH:11][C:12]([O:16][CH2:17][CH2:18][CH2:19][NH:20][CH2:29][C:30]3[CH:31]=[N:32][CH:33]=[CH:34][CH:35]=3)=[CH:13][CH:14]=2)[CH:9]=[CH:8][C:7]1=[O:36].